This data is from Reaction yield outcomes from USPTO patents with 853,638 reactions. The task is: Predict the reaction yield, written as a fraction of the theoretical maximum amount of product (1.0 means a 100% yield; for example, 0.34 means a 34% yield). (1) The reactants are [F:1][C:2]1[CH:7]=[CH:6][CH:5]=[C:4]([F:8])[C:3]=1[C:9]1[N:14]=[C:13]([C:15]([NH:17][C:18]2[CH:19]=[N:20][CH:21]=[CH:22][C:23]=2[C@H:24]2[CH2:29][C@@H:28]([NH:30]C(=O)OC(C)(C)C)[C@H:27]([S:38][CH3:39])[C@@H:26]([CH3:40])[CH2:25]2)=[O:16])[CH:12]=[CH:11][C:10]=1[F:41].[OH:42]OS([O-])=O.[K+].C(O)(C(F)(F)F)=O.C(Cl)Cl. The catalyst is C1COCC1.O.CCOC(C)=O. The product is [NH2:30][C@H:28]1[C@H:27]([S@:38]([CH3:39])=[O:42])[C@@H:26]([CH3:40])[CH2:25][C@@H:24]([C:23]2[CH:22]=[CH:21][N:20]=[CH:19][C:18]=2[NH:17][C:15](=[O:16])[C:13]2[CH:12]=[CH:11][C:10]([F:41])=[C:9]([C:3]3[C:2]([F:1])=[CH:7][CH:6]=[CH:5][C:4]=3[F:8])[N:14]=2)[CH2:29]1. The yield is 0.330. (2) The reactants are [OH:1][C@@H:2]1[CH2:6][CH2:5][N:4]([C:7]([O:9][C:10]([CH3:13])([CH3:12])[CH3:11])=[O:8])[CH2:3]1.C(N(CC)CC)C.[CH3:21][S:22](Cl)(=[O:24])=[O:23]. The catalyst is C1(C)C=CC=CC=1. The product is [CH3:21][S:22]([O:1][C@@H:2]1[CH2:6][CH2:5][N:4]([C:7]([O:9][C:10]([CH3:13])([CH3:12])[CH3:11])=[O:8])[CH2:3]1)(=[O:24])=[O:23]. The yield is 0.920.